This data is from Catalyst prediction with 721,799 reactions and 888 catalyst types from USPTO. The task is: Predict which catalyst facilitates the given reaction. (1) Product: [O:1]1[CH2:6][CH2:5][N:4]([C:7]2[CH:12]=[CH:11][C:10]([C:13]3[N:22]=[C:21]([NH:23][CH2:24][CH:25]4[S:49](=[O:53])(=[O:51])[CH2:29][CH2:28][N:27]([C:31]([O:33][C:34]([CH3:35])([CH3:37])[CH3:36])=[O:32])[CH2:26]4)[C:20]4[C:15](=[N:16][CH:17]=[CH:18][N:19]=4)[CH:14]=3)=[CH:9][CH:8]=2)[CH2:3][CH2:2]1. Reactant: [O:1]1[CH2:6][CH2:5][N:4]([C:7]2[CH:12]=[CH:11][C:10]([C:13]3[N:22]=[C:21]([NH:23][CH2:24][CH:25]4S[CH2:29][CH2:28][N:27]([C:31]([O:33][C:34]([CH3:37])([CH3:36])[CH3:35])=[O:32])[CH2:26]4)[C:20]4[C:15](=[N:16][CH:17]=[CH:18][N:19]=4)[CH:14]=3)=[CH:9][CH:8]=2)[CH2:3][CH2:2]1.ClC1C=C(C=CC=1)C(OO)=O.[S:49]([O-:53])([O-])(=[O:51])=S.[Na+].[Na+]. The catalyst class is: 2. (2) The catalyst class is: 6. Reactant: C([NH:4][C@:5]1([C:22](NC(C)(C)C)=[O:23])[C@@H:9]([CH2:10][CH2:11][CH2:12][B:13]2[O:17]C(C)(C)C(C)(C)[O:14]2)[CH2:8][NH:7][CH2:6]1)(=O)C.Cl.C(O)(=[O:32])C. Product: [NH2:4][C@:5]1([C:22]([OH:23])=[O:32])[C@@H:9]([CH2:10][CH2:11][CH2:12][B:13]([OH:14])[OH:17])[CH2:8][NH:7][CH2:6]1. (3) Reactant: [C:1]1([S:7]([N:10]([CH2:22][C:23](O)=[O:24])[C:11]2[CH:16]=[C:15]([C:17]([F:20])([F:19])[F:18])[CH:14]=[CH:13][C:12]=2[Cl:21])(=[O:9])=[O:8])[CH:6]=[CH:5][CH:4]=[CH:3][CH:2]=1.[N:26]1[CH:31]=[CH:30][C:29](NC)=[CH:28][CH:27]=1.[CH:34]([N:37](C(C)C)CC)(C)C. Product: [C:1]1([S:7]([N:10]([C:11]2[CH:16]=[C:15]([C:17]([F:19])([F:18])[F:20])[CH:14]=[CH:13][C:12]=2[Cl:21])[CH2:22][C:23]([NH:37][CH2:34][C:29]2[CH:28]=[CH:27][N:26]=[CH:31][CH:30]=2)=[O:24])(=[O:8])=[O:9])[CH:6]=[CH:5][CH:4]=[CH:3][CH:2]=1. The catalyst class is: 309. (4) Reactant: [CH2:1]([C:8]([OH:17])([C:12]([O:14][CH2:15][CH3:16])=[O:13])[C:9](O)=[O:10])[C:2]1[CH:7]=[CH:6][CH:5]=[CH:4][CH:3]=1.CN(C(O[N:26]1[N:34]=NC2C=CC=NC1=2)=[N+](C)C)C.F[P-](F)(F)(F)(F)F.C(N(C(C)C)CC)(C)C.ONC(=O)CCC(N)=O. Product: [CH2:1]([C:8]([OH:17])([C:9]([NH:26][NH2:34])=[O:10])[C:12]([O:14][CH2:15][CH3:16])=[O:13])[C:2]1[CH:7]=[CH:6][CH:5]=[CH:4][CH:3]=1. The catalyst class is: 39. (5) Product: [C:3]([C:6]1([OH:5])[CH2:9][CH:8]([C:10]([O:12][CH2:13][CH3:14])=[O:11])[CH2:7]1)#[CH:4]. The catalyst class is: 7. Reactant: Br[Mg][C:3]#[CH:4].[O:5]=[C:6]1[CH2:9][CH:8]([C:10]([O:12][CH2:13][CH3:14])=[O:11])[CH2:7]1.